This data is from Full USPTO retrosynthesis dataset with 1.9M reactions from patents (1976-2016). The task is: Predict the reactants needed to synthesize the given product. (1) Given the product [Br:1][C:2]1[CH:7]=[CH:6][C:5]([C:8]2[C:12]3[CH:13]=[CH:14][C:15]([C:17]#[C:18][CH2:19][CH2:25][N:24]([CH2:23][CH2:22][O:47][CH3:46])[CH3:28])=[CH:16][C:11]=3[S:10][N:9]=2)=[CH:4][CH:3]=1, predict the reactants needed to synthesize it. The reactants are: [Br:1][C:2]1[CH:7]=[CH:6][C:5]([C:8]2[C:12]3[CH:13]=[CH:14][C:15]([C:17]#[C:18][CH2:19]CO)=[CH:16][C:11]=3[S:10][N:9]=2)=[CH:4][CH:3]=1.[CH3:22][CH2:23][N:24]([CH:28](C)C)[CH:25](C)C.FC(F)(F)S(OS(C(F)(F)F)(=O)=O)(=O)=O.[CH3:46][O:47]CCNC. (2) Given the product [CH2:16]([O:18][C:19]([C:21]1[N:29]([CH2:2][CH2:3][CH2:4][O:5][Si:6]([CH:13]([CH3:15])[CH3:14])([CH:10]([CH3:12])[CH3:11])[CH:7]([CH3:9])[CH3:8])[C:28]2[CH:27]=[CH:26][N:25]=[CH:24][C:23]=2[C:22]=1[NH:30][C:31]1[CH:36]=[CH:35][C:34]([I:37])=[CH:33][C:32]=1[F:38])=[O:20])[CH3:17], predict the reactants needed to synthesize it. The reactants are: Br[CH2:2][CH2:3][CH2:4][O:5][Si:6]([CH:13]([CH3:15])[CH3:14])([CH:10]([CH3:12])[CH3:11])[CH:7]([CH3:9])[CH3:8].[CH2:16]([O:18][C:19]([C:21]1[NH:29][C:28]2[CH:27]=[CH:26][N:25]=[CH:24][C:23]=2[C:22]=1[NH:30][C:31]1[CH:36]=[CH:35][C:34]([I:37])=[CH:33][C:32]=1[F:38])=[O:20])[CH3:17].C(=O)([O-])[O-].[Cs+].[Cs+]. (3) Given the product [Br:29][C:11]1[C:7]2[C:6]([C:20]#[N:21])=[CH:5][N:4]=[C:3]([O:2][CH3:1])[C:8]=2[N:9]([CH2:12][O:13][CH2:14][CH2:15][Si:16]([CH3:17])([CH3:19])[CH3:18])[CH:10]=1, predict the reactants needed to synthesize it. The reactants are: [CH3:1][O:2][C:3]1[C:8]2[N:9]([CH2:12][O:13][CH2:14][CH2:15][Si:16]([CH3:19])([CH3:18])[CH3:17])[CH:10]=[CH:11][C:7]=2[C:6]([C:20]#[N:21])=[CH:5][N:4]=1.C1C(=O)N([Br:29])C(=O)C1. (4) Given the product [C:25]([O:29][C:30]([N:32]1[CH2:37][CH2:36][N:35]([C:12]2[N:11]=[C:10]([Cl:22])[N:9]=[C:8]3[C:13]=2[N:14]([CH2:17][C:18]#[C:19][CH3:20])[C:15](=[O:16])[N:7]3[CH2:6][O:5][C:3](=[O:4])[C:2]([CH3:24])([CH3:23])[CH3:1])[CH2:34][CH2:33]1)=[O:31])([CH3:28])([CH3:26])[CH3:27], predict the reactants needed to synthesize it. The reactants are: [CH3:1][C:2]([CH3:24])([CH3:23])[C:3]([O:5][CH2:6][N:7]1[C:15](=[O:16])[N:14]([CH2:17][C:18]#[C:19][CH3:20])[C:13]2[C:8]1=[N:9][C:10]([Cl:22])=[N:11][C:12]=2Cl)=[O:4].[C:25]([O:29][C:30]([N:32]1[CH2:37][CH2:36][NH:35][CH2:34][CH2:33]1)=[O:31])([CH3:28])([CH3:27])[CH3:26].C(N(CC)CC)C.Cl.